From a dataset of Reaction yield outcomes from USPTO patents with 853,638 reactions. Predict the reaction yield, written as a fraction of the theoretical maximum amount of product (1.0 means a 100% yield; for example, 0.34 means a 34% yield). (1) The reactants are [C:1]([CH:3]1[CH2:7][CH2:6][CH2:5][CH2:4]1)#[CH:2].C(N(CC)CC)C.Cl[C:16]1[C:37]([O:38][CH:39]([CH3:41])[CH3:40])=[CH:36][C:19]([C:20]([NH:22][S:23]([C:26]2[CH:31]=[CH:30][CH:29]=[CH:28][C:27]=2[S:32](=[O:35])(=[O:34])[NH2:33])(=[O:25])=[O:24])=[O:21])=[CH:18][N:17]=1. The catalyst is CN(C)C=O.C1C=CC([P]([Pd]([P](C2C=CC=CC=2)(C2C=CC=CC=2)C2C=CC=CC=2)([P](C2C=CC=CC=2)(C2C=CC=CC=2)C2C=CC=CC=2)[P](C2C=CC=CC=2)(C2C=CC=CC=2)C2C=CC=CC=2)(C2C=CC=CC=2)C2C=CC=CC=2)=CC=1.[Cu]I. The product is [CH:3]1([C:1]#[C:2][C:16]2[C:37]([O:38][CH:39]([CH3:41])[CH3:40])=[CH:36][C:19]([C:20]([NH:22][S:23]([C:26]3[CH:31]=[CH:30][CH:29]=[CH:28][C:27]=3[S:32](=[O:35])(=[O:34])[NH2:33])(=[O:24])=[O:25])=[O:21])=[CH:18][N:17]=2)[CH2:7][CH2:6][CH2:5][CH2:4]1. The yield is 0.160. (2) The reactants are [OH:1][CH2:2][CH:3]([CH2:6][OH:7])[CH2:4][OH:5].[O:8]1[CH2:13][CH2:12][C:11](=O)[CH2:10][CH2:9]1.C1C=CC=CC=1. The catalyst is O.C1(C)C=CC(S(O)(=O)=O)=CC=1.C(N(CC)CC)C. The product is [O:1]1[C:11]2([CH2:12][CH2:13][O:8][CH2:9][CH2:10]2)[O:5][CH2:4][CH:3]([CH2:6][OH:7])[CH2:2]1. The yield is 0.649. (3) The reactants are [Cl:1][C:2]1[CH:18]=[CH:17][C:16]([Cl:19])=[CH:15][C:3]=1[O:4][CH:5]([C:10]1[S:11][CH:12]=[CH:13][CH:14]=1)[CH2:6][CH2:7][CH2:8]I.[CH3:20][N:21]1[CH2:26][CH2:25][NH:24][CH2:23][CH2:22]1.[C:27]([OH:34])(=[O:33])/[CH:28]=[CH:29]/[C:30]([OH:32])=[O:31]. The catalyst is O1CCCC1. The product is [C:27]([OH:34])(=[O:33])/[CH:28]=[CH:29]/[C:30]([OH:32])=[O:31].[C:27]([OH:34])(=[O:33])/[CH:28]=[CH:29]/[C:30]([OH:32])=[O:31].[Cl:1][C:2]1[CH:18]=[CH:17][C:16]([Cl:19])=[CH:15][C:3]=1[O:4][CH:5]([C:10]1[S:11][CH:12]=[CH:13][CH:14]=1)[CH2:6][CH2:7][CH2:8][N:24]1[CH2:25][CH2:26][N:21]([CH3:20])[CH2:22][CH2:23]1. The yield is 0.300. (4) The reactants are [CH2:1]([C:3]1[CH:31]=[CH:30][C:6]([C:7]([N:9]2[CH2:29][CH2:28][C:12]3([C:17]4=[CH:18][CH:19]=[CH:20][N:16]4[C:15]4[CH:21]=[CH:22][C:23]([C:25](O)=[O:26])=[CH:24][C:14]=4[O:13]3)[CH2:11][CH2:10]2)=[O:8])=[CH:5][C:4]=1[O:32][CH3:33])[CH3:2].C(N(CC)CC)C.ClC(OCC(C)C)=O.[BH4-].[Na+]. The catalyst is O1CCCC1.O. The product is [CH2:1]([C:3]1[CH:31]=[CH:30][C:6]([C:7]([N:9]2[CH2:10][CH2:11][C:12]3([O:13][C:14]4[CH:24]=[C:23]([CH2:25][OH:26])[CH:22]=[CH:21][C:15]=4[N:16]4[CH:20]=[CH:19][CH:18]=[C:17]34)[CH2:28][CH2:29]2)=[O:8])=[CH:5][C:4]=1[O:32][CH3:33])[CH3:2]. The yield is 0.620.